This data is from Cav3 T-type calcium channel HTS with 100,875 compounds. The task is: Binary Classification. Given a drug SMILES string, predict its activity (active/inactive) in a high-throughput screening assay against a specified biological target. (1) The drug is S1C(SCC=C)=N/C(=C/C=C\c2occc2)C1=O. The result is 0 (inactive). (2) The drug is S(=O)(=O)(CC(=O)Nc1cc(OC)c(OC)c(OC)c1)c1ccc(cc1)C. The result is 0 (inactive).